Task: Regression. Given two drug SMILES strings and cell line genomic features, predict the synergy score measuring deviation from expected non-interaction effect.. Dataset: NCI-60 drug combinations with 297,098 pairs across 59 cell lines Drug 1: C1CCC(CC1)NC(=O)N(CCCl)N=O. Drug 2: CCC1(CC2CC(C3=C(CCN(C2)C1)C4=CC=CC=C4N3)(C5=C(C=C6C(=C5)C78CCN9C7C(C=CC9)(C(C(C8N6C)(C(=O)OC)O)OC(=O)C)CC)OC)C(=O)OC)O.OS(=O)(=O)O. Cell line: A549. Synergy scores: CSS=29.0, Synergy_ZIP=-12.1, Synergy_Bliss=-5.49, Synergy_Loewe=-16.9, Synergy_HSA=-4.68.